Predict which catalyst facilitates the given reaction. From a dataset of Catalyst prediction with 721,799 reactions and 888 catalyst types from USPTO. (1) Reactant: Cl.N1C=CC=CC=1.C[O:9][C:10]1[C:15]2[S:16][C:17]3[CH:22]=[CH:21][CH:20]=[CH:19][C:18]=3[C:14]=2[C:13]([N+:23]([O-:25])=[O:24])=[CH:12][CH:11]=1. Product: [N+:23]([C:13]1[C:14]2[C:18]3[CH:19]=[CH:20][CH:21]=[CH:22][C:17]=3[S:16][C:15]=2[C:10]([OH:9])=[CH:11][CH:12]=1)([O-:25])=[O:24]. The catalyst class is: 6. (2) Reactant: N#N.[CH3:3][O:4][C:5]([C:8]1[N:9]=[C:10]([CH2:13][N:14]2[N:18]=[C:17]([N+:19]([O-])=O)[CH:16]=[N:15]2)[O:11][CH:12]=1)([CH3:7])[CH3:6].[NH4+].[Cl-]. Product: [CH3:3][O:4][C:5]([C:8]1[N:9]=[C:10]([CH2:13][N:14]2[N:18]=[C:17]([NH2:19])[CH:16]=[N:15]2)[O:11][CH:12]=1)([CH3:7])[CH3:6]. The catalyst class is: 314. (3) Reactant: [S:1]1[CH:5]=[CH:4][CH:3]=[C:2]1[CH2:6][CH2:7][NH:8][C:9]1[C:10]([NH2:24])=[CH:11][CH:12]=[C:13]([O:15]COCC[Si](C)(C)C)[CH:14]=1.[CH:25](=O)[C:26]1[CH:31]=[CH:30][C:29]([O:32][CH3:33])=[CH:28][CH:27]=1. Product: [OH:15][C:13]1[CH:12]=[CH:11][C:10]2[N:24]=[C:25]([C:26]3[CH:31]=[CH:30][C:29]([O:32][CH3:33])=[CH:28][CH:27]=3)[N:8]([CH2:7][CH2:6][C:2]3[S:1][CH:5]=[CH:4][CH:3]=3)[C:9]=2[CH:14]=1. The catalyst class is: 8. (4) Reactant: [Cl:1][C:2]1[C:3]([N:10]2[CH2:15][CH2:14][N:13]([C:16]([O:18][C:19]([CH3:22])([CH3:21])[CH3:20])=[O:17])[CH2:12][CH2:11]2)=[N:4][CH:5]=[C:6]([C:8]#[N:9])[CH:7]=1.[N-:23]=[N+:24]=[N-:25].[Na+].[NH4+].[Cl-]. Product: [Cl:1][C:2]1[C:3]([N:10]2[CH2:15][CH2:14][N:13]([C:16]([O:18][C:19]([CH3:22])([CH3:21])[CH3:20])=[O:17])[CH2:12][CH2:11]2)=[N:4][CH:5]=[C:6]([C:8]2[N:23]=[N:24][NH:25][N:9]=2)[CH:7]=1. The catalyst class is: 3. (5) Reactant: [N:1]1([C:7]2[CH:16]=[C:15]3[C:10]([CH2:11][NH:12][C:13](=[O:17])[NH:14]3)=[CH:9][CH:8]=2)[CH2:6][CH2:5][NH:4][CH2:3][CH2:2]1.[C:18]1([C:26]2[CH:31]=[CH:30][CH:29]=[CH:28][CH:27]=2)[CH:23]=[CH:22][C:21]([CH:24]=O)=[CH:20][CH:19]=1.CCN(CC)CC.[BH-](OC(C)=O)(OC(C)=O)OC(C)=O.[Na+].C([O-])(O)=O.[Na+]. Product: [C:18]1([C:26]2[CH:27]=[CH:28][CH:29]=[CH:30][CH:31]=2)[CH:19]=[CH:20][C:21]([CH2:24][N:4]2[CH2:5][CH2:6][N:1]([C:7]3[CH:16]=[C:15]4[C:10]([CH2:11][NH:12][C:13](=[O:17])[NH:14]4)=[CH:9][CH:8]=3)[CH2:2][CH2:3]2)=[CH:22][CH:23]=1. The catalyst class is: 148. (6) Reactant: [Cl:1][CH2:2][CH2:3][C:4]1[CH:23]=[CH:22][C:7]([O:8][CH2:9][CH2:10][O:11][CH2:12][CH2:13][NH:14]C(=O)OC(C)(C)C)=[CH:6][CH:5]=1.C([SiH](CC)CC)C.FC(F)(F)C(O)=O. Product: [Cl-:1].[Cl:1][CH2:2][CH2:3][C:4]1[CH:23]=[CH:22][C:7]([O:8][CH2:9][CH2:10][O:11][CH2:12][CH2:13][NH3+:14])=[CH:6][CH:5]=1. The catalyst class is: 4.